Dataset: Forward reaction prediction with 1.9M reactions from USPTO patents (1976-2016). Task: Predict the product of the given reaction. (1) Given the reactants O1CCCC1.[CH2:6]([O:13][C:14]([NH:16][C:17]1([C:30](O)=[O:31])[CH2:22][CH2:21][N:20]([C:23]([O:25][C:26]([CH3:29])([CH3:28])[CH3:27])=[O:24])[CH2:19][CH2:18]1)=[O:15])[C:7]1[CH:12]=[CH:11][CH:10]=[CH:9][CH:8]=1.C(Cl)(=O)OCC.[BH4-].[Na+], predict the reaction product. The product is: [CH2:6]([O:13][C:14]([NH:16][C:17]1([CH2:30][OH:31])[CH2:18][CH2:19][N:20]([C:23]([O:25][C:26]([CH3:27])([CH3:28])[CH3:29])=[O:24])[CH2:21][CH2:22]1)=[O:15])[C:7]1[CH:8]=[CH:9][CH:10]=[CH:11][CH:12]=1. (2) Given the reactants Cl[CH2:2][C:3]1[O:7][C:6]([CH2:8][O:9][C:10]([C:23]2[CH:28]=[CH:27][CH:26]=[CH:25][CH:24]=2)([C:17]2[CH:22]=[CH:21][CH:20]=[CH:19][CH:18]=2)[C:11]2[CH:16]=[CH:15][CH:14]=[CH:13][CH:12]=2)=[N:5][C:4]=1[CH3:29].[C:30]1(=[O:40])[NH:34][C:33](=[O:35])[C:32]2=[CH:36][CH:37]=[CH:38][CH:39]=[C:31]12.[K].O, predict the reaction product. The product is: [O:35]=[C:33]1[C:32]2[C:31](=[CH:39][CH:38]=[CH:37][CH:36]=2)[C:30](=[O:40])[N:34]1[CH2:2][C:3]1[O:7][C:6]([CH2:8][O:9][C:10]([C:23]2[CH:28]=[CH:27][CH:26]=[CH:25][CH:24]=2)([C:17]2[CH:22]=[CH:21][CH:20]=[CH:19][CH:18]=2)[C:11]2[CH:16]=[CH:15][CH:14]=[CH:13][CH:12]=2)=[N:5][C:4]=1[CH3:29]. (3) Given the reactants [Cl:1][C:2]1[CH:21]=[CH:20][C:5]([CH:6]([N:14]2[CH2:19][CH2:18][NH:17][CH2:16][CH2:15]2)[C:7]2[CH:12]=[CH:11][C:10]([Cl:13])=[CH:9][CH:8]=2)=[CH:4][CH:3]=1.C(N(CC)CC)C.[F:29][C:30]1[CH:38]=[CH:37][C:36]([F:39])=[CH:35][C:31]=1[C:32](Cl)=[O:33], predict the reaction product. The product is: [Cl:1][C:2]1[CH:21]=[CH:20][C:5]([CH:6]([C:7]2[CH:8]=[CH:9][C:10]([Cl:13])=[CH:11][CH:12]=2)[N:14]2[CH2:15][CH2:16][N:17]([C:32]([C:31]3[CH:35]=[C:36]([F:39])[CH:37]=[CH:38][C:30]=3[F:29])=[O:33])[CH2:18][CH2:19]2)=[CH:4][CH:3]=1. (4) The product is: [CH:25]1([NH:24][C:22](=[O:23])[CH2:21][CH:18]2[C:14]3[CH:15]=[N:16][CH:17]=[C:12]([C:4]4[CH:5]=[CH:6][C:7]([C:8]([F:11])([F:9])[F:10])=[C:2]([F:1])[CH:3]=4)[C:13]=3[CH2:20][CH2:19]2)[CH2:27][CH2:26]1. Given the reactants [F:1][C:2]1[CH:3]=[C:4]([C:12]2[C:13]3[CH2:20][CH2:19][CH:18]([CH2:21][C:22]([NH:24][CH3:25])=[O:23])[C:14]=3[CH:15]=[N:16][CH:17]=2)[CH:5]=[CH:6][C:7]=1[C:8]([F:11])([F:10])[F:9].[CH:26]1(N)C[CH2:27]1, predict the reaction product. (5) Given the reactants [CH2:1]([O:3][C:4]([C:6]1[C:10]2[N:11]=[CH:12][N:13]=[C:14](Cl)[C:9]=2[NH:8][CH:7]=1)=[O:5])[CH3:2].[CH:16]1([CH2:19][O:20][C:21]2[CH:26]=[C:25]([O:27][CH3:28])[CH:24]=[CH:23][C:22]=2B2OC(C)(C)C(C)(C)O2)[CH2:18][CH2:17]1, predict the reaction product. The product is: [CH2:1]([O:3][C:4]([C:6]1[C:10]2[N:11]=[CH:12][N:13]=[C:14]([C:22]3[CH:23]=[CH:24][C:25]([O:27][CH3:28])=[CH:26][C:21]=3[O:20][CH2:19][CH:16]3[CH2:18][CH2:17]3)[C:9]=2[NH:8][CH:7]=1)=[O:5])[CH3:2]. (6) Given the reactants C([Li:5])CCC.[C:6]1([Si:12]([NH:15][Si:16]([CH3:24])([CH3:23])[C:17]2[CH:22]=[CH:21][CH:20]=[CH:19][CH:18]=2)([CH3:14])[CH3:13])[CH:11]=[CH:10][CH:9]=[CH:8][CH:7]=1, predict the reaction product. The product is: [C:17]1([Si:16]([N-:15][Si:12]([CH3:14])([CH3:13])[C:6]2[CH:11]=[CH:10][CH:9]=[CH:8][CH:7]=2)([CH3:24])[CH3:23])[CH:18]=[CH:19][CH:20]=[CH:21][CH:22]=1.[Li+:5]. (7) Given the reactants P(Cl)(Cl)(Cl)=O.[N+:6]([C:9]1[CH:10]=[N:11][C:12]2[C:17]([C:18]=1O)=[N:16][CH:15]=[CH:14][CH:13]=2)([O-:8])=[O:7].C(N(C(C)C)CC)(C)C.[CH2:29]([NH2:36])[C:30]1[CH:35]=[CH:34][CH:33]=[CH:32][CH:31]=1, predict the reaction product. The product is: [C:30]1([CH2:29][NH:36][C:18]2[C:17]3[C:12](=[CH:13][CH:14]=[CH:15][N:16]=3)[N:11]=[CH:10][C:9]=2[N+:6]([O-:8])=[O:7])[CH:35]=[CH:34][CH:33]=[CH:32][CH:31]=1. (8) Given the reactants [Cl:1][C:2]1[CH:22]=[CH:21][C:20]([C@H:23]2[C@H:28]([O:29]CC3C=CC=CC=3)[C@@H:27]([O:37]CC3C=CC=CC=3)[C@H:26]([O:45]CC3C=CC=CC=3)[C@@H:25]([CH2:53][O:54]CC3C=CC=CC=3)[O:24]2)=[CH:19][C:3]=1[CH2:4][C:5]1[CH:18]=[CH:17][C:8]([CH2:9][N:10]([CH:14]2[CH2:16][CH2:15]2)[C:11](=[O:13])[CH3:12])=[CH:7][CH:6]=1.CO.ClC1C=CC=CC=1Cl, predict the reaction product. The product is: [Cl:1][C:2]1[CH:22]=[CH:21][C:20]([C@H:23]2[C@H:28]([OH:29])[C@@H:27]([OH:37])[C@H:26]([OH:45])[C@@H:25]([CH2:53][OH:54])[O:24]2)=[CH:19][C:3]=1[CH2:4][C:5]1[CH:6]=[CH:7][C:8]([CH2:9][N:10]([CH:14]2[CH2:15][CH2:16]2)[C:11](=[O:13])[CH3:12])=[CH:17][CH:18]=1. (9) Given the reactants [CH2:1]([N:8]1[CH:16]=[C:15]2[C:10]([CH:11]=[C:12]([C:17]3[CH:18]=[C:19]([C@@H:27]4[CH2:32][CH2:31][CH2:30][NH:29][CH2:28]4)[N:20]4[C:25]=3[C:24]([NH2:26])=[N:23][CH:22]=[N:21]4)[CH:13]=[CH:14]2)=[N:9]1)[C:2]1[CH:7]=[CH:6][CH:5]=[CH:4][CH:3]=1.[CH3:33][N:34]([CH3:39])[CH2:35][C:36](O)=[O:37].CCN=C=NCCCN(C)C.Cl.C1C=CC2N(O)N=NC=2C=1.C(N(CC)C(C)C)(C)C, predict the reaction product. The product is: [CH2:1]([N:8]1[CH:16]=[C:15]2[C:10]([CH:11]=[C:12]([C:17]3[CH:18]=[C:19]([C@@H:27]4[CH2:32][CH2:31][CH2:30][N:29]([C:36](=[O:37])[CH2:35][N:34]([CH3:39])[CH3:33])[CH2:28]4)[N:20]4[C:25]=3[C:24]([NH2:26])=[N:23][CH:22]=[N:21]4)[CH:13]=[CH:14]2)=[N:9]1)[C:2]1[CH:3]=[CH:4][CH:5]=[CH:6][CH:7]=1.